From a dataset of Forward reaction prediction with 1.9M reactions from USPTO patents (1976-2016). Predict the product of the given reaction. Given the reactants [CH3:1][C:2]1[CH:8]=[C:7]([I:9])[CH:6]=[CH:5][C:3]=1[NH2:4].F[C:11]1[CH:12]=[C:13]([CH:17]=[CH:18][N:19]=1)[C:14]([OH:16])=[O:15], predict the reaction product. The product is: [CH3:1][C:2]1[CH:8]=[C:7]([I:9])[CH:6]=[CH:5][C:3]=1[NH:4][C:17]1[CH:18]=[N:19][CH:11]=[CH:12][C:13]=1[C:14]([OH:16])=[O:15].